The task is: Predict the product of the given reaction.. This data is from Forward reaction prediction with 1.9M reactions from USPTO patents (1976-2016). (1) Given the reactants [Cl:1][C:2]1[CH:10]=[C:9]2[C:5]([CH:6]=[C:7]([C:11](=[O:28])[NH:12][CH:13]([C:18]3[CH:23]=[CH:22][CH:21]=[C:20]([C:24]([F:27])([F:26])[F:25])[CH:19]=3)[C:14]([F:17])([F:16])[F:15])[NH:8]2)=[CH:4][C:3]=1[C:29]([OH:31])=O.Cl.[NH2:33][C:34]1([C:37]#[N:38])[CH2:36][CH2:35]1.F[P-](F)(F)(F)(F)F.N1(OC(N(C)C)=[N+](C)C)C2C=CC=CC=2N=N1.CN1CCOCC1, predict the reaction product. The product is: [Cl:1][C:2]1[CH:10]=[C:9]2[C:5]([CH:6]=[C:7]([C:11]([NH:12][CH:13]([C:18]3[CH:23]=[CH:22][CH:21]=[C:20]([C:24]([F:26])([F:27])[F:25])[CH:19]=3)[C:14]([F:16])([F:17])[F:15])=[O:28])[NH:8]2)=[CH:4][C:3]=1[C:29]([NH:33][C:34]1([C:37]#[N:38])[CH2:36][CH2:35]1)=[O:31]. (2) Given the reactants [NH2:1][C:2]1[N:7]=[C:6]([S:8]([NH:11][C:12](=[O:22])[C:13]2[CH:18]=[CH:17][C:16](Br)=[C:15]([F:20])[C:14]=2[F:21])(=[O:10])=[O:9])[CH:5]=[CH:4][CH:3]=1.[F:23][C:24]1[CH:25]=[C:26](B(O)O)[CH:27]=[C:28]([O:30][CH2:31][CH:32]([CH3:34])[CH3:33])[CH:29]=1.C(=O)([O-])[O-].[K+].[K+].CN(C)C=O, predict the reaction product. The product is: [NH2:1][C:2]1[N:7]=[C:6]([S:8]([NH:11][C:12](=[O:22])[C:13]2[CH:18]=[CH:17][C:16]([C:26]3[CH:27]=[C:28]([O:30][CH2:31][CH:32]([CH3:33])[CH3:34])[CH:29]=[C:24]([F:23])[CH:25]=3)=[C:15]([F:20])[C:14]=2[F:21])(=[O:10])=[O:9])[CH:5]=[CH:4][CH:3]=1. (3) Given the reactants [C:1]([O:5][C:6]([N:8]1[CH2:13][CH:12]=[C:11](OS(C(F)(F)F)(=O)=O)[CH2:10][CH2:9]1)=[O:7])([CH3:4])([CH3:3])[CH3:2].CC1(C)C(C)(C)CB([C:30]2[CH:35]=[CH:34][C:33]([N+:36]([O-:38])=[O:37])=[C:32]([CH3:39])[CH:31]=2)C1.[Li+].[Cl-].C([O-])([O-])=O.[Na+].[Na+], predict the reaction product. The product is: [C:1]([O:5][C:6]([N:8]1[CH2:13][CH:12]=[C:11]([C:30]2[CH:35]=[CH:34][C:33]([N+:36]([O-:38])=[O:37])=[C:32]([CH3:39])[CH:31]=2)[CH2:10][CH2:9]1)=[O:7])([CH3:4])([CH3:3])[CH3:2].